From a dataset of Reaction yield outcomes from USPTO patents with 853,638 reactions. Predict the reaction yield, written as a fraction of the theoretical maximum amount of product (1.0 means a 100% yield; for example, 0.34 means a 34% yield). The reactants are [NH2:1][C:2]1[N:6]([CH2:7][CH2:8][CH2:9][OH:10])[N:5]=[C:4]([C:11]([CH3:14])([CH3:13])[CH3:12])[CH:3]=1.[OH-].[Na+].Cl[C:18]([O:20][CH2:21][C:22]([Cl:25])([Cl:24])[Cl:23])=[O:19]. The catalyst is CCOC(C)=O. The product is [Cl:23][C:22]([Cl:25])([Cl:24])[CH2:21][O:20][C:18](=[O:19])[NH:1][C:2]1[N:6]([CH2:7][CH2:8][CH2:9][OH:10])[N:5]=[C:4]([C:11]([CH3:14])([CH3:13])[CH3:12])[CH:3]=1. The yield is 0.630.